This data is from Full USPTO retrosynthesis dataset with 1.9M reactions from patents (1976-2016). The task is: Predict the reactants needed to synthesize the given product. (1) Given the product [S:1]1[C:5]([C:6]([OH:8])=[O:7])=[CH:4][C:3]2[CH2:10][CH2:11][CH2:12][C:2]1=2, predict the reactants needed to synthesize it. The reactants are: [S:1]1[C:5]([C:6]([O:8]C)=[O:7])=[CH:4][C:3]2[CH2:10][CH2:11][CH2:12][C:2]1=2.C1COCC1.CCO.O.[Li+].[OH-].Cl. (2) Given the product [F:19][C:18]([F:21])([F:20])[C:15]1[CH:16]=[CH:17][C:12]([O:11][C:8]2[CH:9]=[CH:10][C:5]([O:4][C:2]([N:32]3[CH2:31][CH2:30][N:29]([C:24]4[CH:25]=[CH:26][CH:27]=[CH:28][C:23]=4[Cl:22])[CH2:34][CH2:33]3)=[O:3])=[CH:6][CH:7]=2)=[N:13][CH:14]=1, predict the reactants needed to synthesize it. The reactants are: Cl[C:2]([O:4][C:5]1[CH:10]=[CH:9][C:8]([O:11][C:12]2[CH:17]=[CH:16][C:15]([C:18]([F:21])([F:20])[F:19])=[CH:14][N:13]=2)=[CH:7][CH:6]=1)=[O:3].[Cl:22][C:23]1[CH:28]=[CH:27][CH:26]=[CH:25][C:24]=1[N:29]1[CH2:34][CH2:33][NH:32][CH2:31][CH2:30]1. (3) Given the product [NH2:46][C:44](=[O:45])[CH2:43][NH:42][C:4](=[O:6])[CH2:3][S@:7](=[O:8])([C:36]1[CH:41]=[CH:40][CH:39]=[CH:38][CH:37]=1)=[N:9][C:10](=[O:11])[C:12]1[CH:17]=[C:16]([C:18]#[C:19][C:20]2[CH:25]=[CH:24][CH:23]=[C:22]([NH:26][C:27]([C:29]3[N:33]([CH3:34])[N:32]=[C:31]([CH3:35])[CH:30]=3)=[O:28])[CH:21]=2)[CH:15]=[N:14][CH:13]=1, predict the reactants needed to synthesize it. The reactants are: C([C@H:3]([S:7]([C:36]1[CH:41]=[CH:40][CH:39]=[CH:38][CH:37]=1)(=[N:9][C:10]([C:12]1[CH:13]=[N:14][CH:15]=[C:16]([C:18]#[C:19][C:20]2[CH:25]=[CH:24][CH:23]=[C:22]([NH:26][C:27]([C:29]3[N:33]([CH3:34])[N:32]=[C:31]([CH3:35])[CH:30]=3)=[O:28])[CH:21]=2)[CH:17]=1)=[O:11])=[O:8])[C:4]([O-:6])=O)C.[NH2:42][CH2:43][C:44]([NH2:46])=[O:45].